This data is from M1 muscarinic receptor antagonist screen with 61,756 compounds. The task is: Binary Classification. Given a drug SMILES string, predict its activity (active/inactive) in a high-throughput screening assay against a specified biological target. The compound is O1C(C(=O)N(CC(=O)NCCCN2CCN(CC2)Cc2ccccc2)c2c1ccc(c2)C)CC. The result is 0 (inactive).